Task: Predict the product of the given reaction.. Dataset: Forward reaction prediction with 1.9M reactions from USPTO patents (1976-2016) (1) The product is: [CH3:35][O:34][C:20]1([O:36][CH3:37])[C:19]2[C:23](=[CH:24][CH:25]=[C:17]([S:1][CH2:2][CH2:3][C:4]3[CH:14]=[CH:13][C:7]([C:8]([O:10][CH2:11][CH3:12])=[O:9])=[CH:6][CH:5]=3)[CH:18]=2)[N:22]([CH2:26][CH2:27][CH2:28][CH2:29][CH2:30][CH2:31][CH3:32])[C:21]1=[O:33]. Given the reactants [SH:1][CH2:2][CH2:3][C:4]1[CH:14]=[CH:13][C:7]([C:8]([O:10][CH2:11][CH3:12])=[O:9])=[CH:6][CH:5]=1.[BH4-].I[C:17]1[CH:18]=[C:19]2[C:23](=[CH:24][CH:25]=1)[N:22]([CH2:26][CH2:27][CH2:28][CH2:29][CH2:30][CH2:31][CH3:32])[C:21](=[O:33])[C:20]2([O:36][CH3:37])[O:34][CH3:35], predict the reaction product. (2) Given the reactants [C:1](Cl)(=[O:5])[C:2](Cl)=[O:3].[N:7]1[CH:8]=[CH:9][N:10]2[CH:15]=[CH:14][CH:13]=[CH:12][C:11]=12.[CH3:16][OH:17], predict the reaction product. The product is: [CH3:16][O:17][C:1](=[O:5])[C:2]([C:9]1[N:10]2[CH:15]=[CH:14][CH:13]=[CH:12][C:11]2=[N:7][CH:8]=1)=[O:3]. (3) Given the reactants [Br:1][C:2]1[CH:3]=[CH:4][C:5]([F:19])=[C:6]([C:8]([NH:14][C:15](=[O:18])[CH2:16]Cl)([CH:11]2[CH2:13][CH2:12]2)[CH2:9][OH:10])[CH:7]=1.CC(C)([O-])C.[K+], predict the reaction product. The product is: [Br:1][C:2]1[CH:3]=[CH:4][C:5]([F:19])=[C:6]([C:8]2([CH:11]3[CH2:13][CH2:12]3)[NH:14][C:15](=[O:18])[CH2:16][O:10][CH2:9]2)[CH:7]=1. (4) Given the reactants O=C1C2C(=CC=CC=2)C(=O)[N:3]1[CH2:12][C:13]1[CH:18]=[CH:17][C:16]([CH2:19][CH2:20][CH2:21][C:22]2[N:23]=[C:24]([NH:27][C:28](=[O:30])[CH3:29])[S:25][CH:26]=2)=[CH:15][CH:14]=1.O.NN, predict the reaction product. The product is: [NH2:3][CH2:12][C:13]1[CH:18]=[CH:17][C:16]([CH2:19][CH2:20][CH2:21][C:22]2[N:23]=[C:24]([NH:27][C:28](=[O:30])[CH3:29])[S:25][CH:26]=2)=[CH:15][CH:14]=1. (5) Given the reactants [Br:1][C:2]1[C:14]2[C:13]3[C:8](=[CH:9][CH:10]=[CH:11][CH:12]=3)[NH:7][C:6]=2[N:5]=[CH:4][CH:3]=1.[CH3:15]C1C=C2C(C3C(=[N+]([O-])C=CC=3)N2)=CC=1.P(Br)(Br)(Br)=O, predict the reaction product. The product is: [Br:1][C:2]1[C:14]2[C:13]3[C:8](=[CH:9][C:10]([CH3:15])=[CH:11][CH:12]=3)[NH:7][C:6]=2[N:5]=[CH:4][CH:3]=1. (6) Given the reactants [C:1]([C:3]1([OH:23])[CH2:8][CH2:7][N:6]([C:9](=[O:22])[CH2:10][C:11]2[CH:16]=[CH:15][C:14]([N:17]3[CH:21]=[N:20][N:19]=[N:18]3)=[CH:13][CH:12]=2)[CH2:5][CH2:4]1)#[CH:2].Br[C:25]1[CH:26]=[CH:27][C:28]([O:33][CH3:34])=[C:29]([CH:32]=1)[C:30]#[N:31], predict the reaction product. The product is: [OH:23][C:3]1([C:1]#[C:2][C:25]2[CH:26]=[CH:27][C:28]([O:33][CH3:34])=[C:29]([CH:32]=2)[C:30]#[N:31])[CH2:4][CH2:5][N:6]([C:9](=[O:22])[CH2:10][C:11]2[CH:16]=[CH:15][C:14]([N:17]3[CH:21]=[N:20][N:19]=[N:18]3)=[CH:13][CH:12]=2)[CH2:7][CH2:8]1. (7) Given the reactants [CH3:1][O:2][C:3](=[O:20])[NH:4][C:5]1[CH:10]=[CH:9][C:8]([NH:11][CH2:12][CH:13]2[CH2:18][O:17][CH2:16][CH2:15][O:14]2)=[C:7]([NH2:19])[CH:6]=1.[CH3:21][C:22]([CH3:27])([CH3:26])[C:23](Cl)=O, predict the reaction product. The product is: [CH3:1][O:2][C:3](=[O:20])[NH:4][C:5]1[CH:10]=[CH:9][C:8]2[N:11]([CH2:12][CH:13]3[CH2:18][O:17][CH2:16][CH2:15][O:14]3)[C:21]([C:22]([CH3:27])([CH3:26])[CH3:23])=[N:19][C:7]=2[CH:6]=1. (8) Given the reactants [Br:1][C:2]1[CH:3]=[CH:4][C:5]2[N:6]([CH:9]=[C:10]([NH:12][C:13](=[O:18])[C:14](F)(F)F)[N:11]=2)[C:7]=1[CH3:8].C([O-])([O-])=O.[K+].[K+].CCN(C(C)C)C(C)C.C(OC(=O)C)(=O)C, predict the reaction product. The product is: [Br:1][C:2]1[CH:3]=[CH:4][C:5]2[N:6]([CH:9]=[C:10]([NH:12][C:13](=[O:18])[CH3:14])[N:11]=2)[C:7]=1[CH3:8].